From a dataset of Reaction yield outcomes from USPTO patents with 853,638 reactions. Predict the reaction yield, written as a fraction of the theoretical maximum amount of product (1.0 means a 100% yield; for example, 0.34 means a 34% yield). (1) The reactants are [CH3:1][O:2]C(Cl)Cl.Cl.[CH3:7][O:8][C:9]1[CH:10]=[C:11]2[C:16](=[CH:17][CH:18]=1)[CH2:15][NH:14][CH2:13][CH2:12]2.[C:19](O[C:19]([O:21][C:22]([CH3:25])([CH3:24])[CH3:23])=[O:20])([O:21][C:22]([CH3:25])([CH3:24])[CH3:23])=[O:20].CCCCCC. The catalyst is ClCCl.O.[Ti](Cl)(Cl)(Cl)Cl. The product is [C:22]([O:21][C:19]([N:14]1[CH2:13][CH2:12][C:11]2[C:16](=[CH:17][C:18]([CH:1]=[O:2])=[C:9]([O:8][CH3:7])[CH:10]=2)[CH2:15]1)=[O:20])([CH3:25])([CH3:24])[CH3:23]. The yield is 0.495. (2) The reactants are [OH:1][C:2]1[CH:9]=[CH:8][C:5]([C:6]#[N:7])=[CH:4][CH:3]=1.[Br:10][CH2:11][CH2:12][CH2:13]Br.C([O-])([O-])=O.[Cs+].[Cs+]. The catalyst is C(#N)C. The product is [Br:10][CH2:11][CH2:12][CH2:13][O:1][C:2]1[CH:9]=[CH:8][C:5]([C:6]#[N:7])=[CH:4][CH:3]=1. The yield is 0.714. (3) The yield is 0.380. No catalyst specified. The reactants are Cl[C:2]1[N:7]=[C:6]([N:8]2[CH2:13][CH2:12][O:11][CH2:10][CH2:9]2)[CH:5]=[C:4]([C:14]2[C:15]([CH3:20])=[N:16][O:17][C:18]=2[CH3:19])[N:3]=1.[CH3:21][S:22]([CH2:25][C:26]1([C:30]2[CH:35]=[CH:34][C:33]([NH2:36])=[CH:32][CH:31]=2)[CH2:29][CH2:28][CH2:27]1)(=[O:24])=[O:23].COC(C1(C2C=CC(N)=CC=2)CCC1)=O. The product is [CH3:20][C:15]1[C:14]([C:4]2[CH:5]=[C:6]([N:8]3[CH2:13][CH2:12][O:11][CH2:10][CH2:9]3)[N:7]=[C:2]([NH:36][C:33]3[CH:34]=[CH:35][C:30]([C:26]4([CH2:25][S:22]([CH3:21])(=[O:24])=[O:23])[CH2:27][CH2:28][CH2:29]4)=[CH:31][CH:32]=3)[N:3]=2)=[C:18]([CH3:19])[O:17][N:16]=1. (4) The product is [CH3:21][C:18]1[CH:19]=[C:66]([C:60]2[NH:61][CH:62]=[N:63][N:68]=2)[CH:50]=[CH:49][C:20]=1[C:33]1[N:32]=[C:40]2[NH:42][C:43]3([CH2:44][CH2:45]3)[C:46](=[O:48])[NH:25][C:23]2=[N:30][CH:34]=1. The reactants are BrC1C(N[C:19]([C:18]2(NC(=O)O[C:18]([CH3:21])([CH3:20])[CH3:19])[CH2:21][CH2:20]2)=O)=NC=C(Br)N=1.[C:23]([N:30]1[CH:34]=[CH:33][N:32]=C1)([N:25]1C=CN=C1)=O.C(O[C:40]([NH:42][C:43]1([C:46]([OH:48])=O)[CH2:45][CH2:44]1)=O)(C)(C)C.[CH:49](N(CC)C(C)C)(C)[CH3:50].BrC1[C:60]([NH2:66])=[N:61][CH:62]=[C:63](Br)N=1.C[N:68](C)C=O. The catalyst is ClCCl.C(OCC)(=O)C. The yield is 0.500. (5) The reactants are Cl[C:2]1[N:7]=[C:6]([O:8][CH3:9])[C:5]([N+:10]([O-:12])=[O:11])=[C:4]([O:13][CH3:14])[N:3]=1.C(N(CC)CC)C.[C:22]([O:26][C:27]([N:29]1[CH2:34][CH2:33][NH:32][CH2:31][CH2:30]1)=[O:28])([CH3:25])([CH3:24])[CH3:23]. The catalyst is C(O)C. The product is [C:22]([O:26][C:27]([N:29]1[CH2:34][CH2:33][N:32]([C:2]2[N:7]=[C:6]([O:8][CH3:9])[C:5]([N+:10]([O-:12])=[O:11])=[C:4]([O:13][CH3:14])[N:3]=2)[CH2:31][CH2:30]1)=[O:28])([CH3:25])([CH3:23])[CH3:24]. The yield is 1.00. (6) The reactants are Br[C:2]1[CH:10]=[CH:9][C:5]([C:6]([OH:8])=[O:7])=[C:4]([O:11][C:12]([F:15])([F:14])[F:13])[CH:3]=1.[CH:16]([B-](F)(F)F)=[CH2:17].[K+].C(=O)([O-])[O-].[K+].[K+]. The catalyst is CS(C)=O.O. The product is [F:13][C:12]([F:15])([F:14])[O:11][C:4]1[CH:3]=[C:2]([CH:16]=[CH2:17])[CH:10]=[CH:9][C:5]=1[C:6]([OH:8])=[O:7]. The yield is 0.470. (7) The reactants are [C:1]([O:5][C:6]([NH:8][CH:9]([CH2:13][CH2:14][S:15]([CH3:17])=[O:16])[C:10]([OH:12])=O)=[O:7])([CH3:4])([CH3:3])[CH3:2].C1C=CC2N(O)N=NC=2C=1.C(N(CC)CC)C.CCN=C=NCCCN(C)C.[CH2:46]([NH2:54])[CH2:47][CH2:48][CH2:49][CH2:50][CH2:51][CH2:52][CH3:53]. The catalyst is ClCCl. The product is [CH3:17][S:15]([CH2:14][CH2:13][CH:9]([NH:8][C:6](=[O:7])[O:5][C:1]([CH3:2])([CH3:3])[CH3:4])[C:10]([NH:54][CH2:46][CH2:47][CH2:48][CH2:49][CH2:50][CH2:51][CH2:52][CH3:53])=[O:12])=[O:16]. The yield is 0.920. (8) The yield is 0.700. The reactants are [CH:1]([C:3]1[CH:13]=[C:12]([C:14]2[S:15][CH:16]=[CH:17][CH:18]=2)[C:11]([O:19][CH3:20])=[CH:10][C:4]=1[O:5][CH2:6][C:7]([NH2:9])=[O:8])=O.[C:21]([C:24]1[CH:32]=[CH:31][C:27]([C:28]([OH:30])=[O:29])=[CH:26][CH:25]=1)(=[O:23])[CH3:22]. No catalyst specified. The product is [C:7]([CH2:6][O:5][C:4]1[CH:10]=[C:11]([O:19][CH3:20])[C:12]([C:14]2[S:15][CH:16]=[CH:17][CH:18]=2)=[CH:13][C:3]=1/[CH:1]=[CH:22]/[C:21]([C:24]1[CH:32]=[CH:31][C:27]([C:28]([OH:30])=[O:29])=[CH:26][CH:25]=1)=[O:23])(=[O:8])[NH2:9].